This data is from Forward reaction prediction with 1.9M reactions from USPTO patents (1976-2016). The task is: Predict the product of the given reaction. (1) The product is: [C:33]([OH:32])(=[O:35])/[CH:34]=[CH:10]/[C:21]([OH:22])=[O:38].[F:1][C:2]1[C:7]([C:8]2[CH:9]=[C:10]([CH2:21][NH:45][CH3:44])[S:11][C:12]=2[S:13]([N:16]2[CH:20]=[CH:19][CH:18]=[CH:17]2)(=[O:15])=[O:14])=[CH:6][CH:5]=[CH:4][N:3]=1. Given the reactants [F:1][C:2]1[C:7]([C:8]2[CH:9]=[C:10]([CH:21]=[O:22])[S:11][C:12]=2[S:13]([N:16]2[CH:20]=[CH:19][CH:18]=[CH:17]2)(=[O:15])=[O:14])=[CH:6][CH:5]=[CH:4][N:3]=1.[C:33]([O:32][BH-]([O:32][C:33](=[O:35])[CH3:34])[O:32][C:33](=[O:35])[CH3:34])(=[O:35])[CH3:34].[Na+].S([O-])([O-])(=O)=[O:38].[Mg+2].Cl.[CH3:44][NH2:45], predict the reaction product. (2) Given the reactants [ClH:1].[N:2]12[CH2:9][CH2:8][CH:5]([CH2:6][CH2:7]1)[C@@H:4]([NH:10][C:11]([C:13]1[S:14][C:15]3[C:21]([C:22]#[N:23])=[CH:20][CH:19]=[CH:18][C:16]=3[CH:17]=1)=[O:12])[CH2:3]2.Cl.[NH2:25][OH:26].C(=O)([O-])[O-].[K+].[K+].O, predict the reaction product. The product is: [ClH:1].[ClH:1].[NH2:23]/[C:22](=[N:25]\[OH:26])/[C:21]1[C:15]2[S:14][C:13]([C:11]([NH:10][C@@H:4]3[CH:5]4[CH2:6][CH2:7][N:2]([CH2:9][CH2:8]4)[CH2:3]3)=[O:12])=[CH:17][C:16]=2[CH:18]=[CH:19][CH:20]=1. (3) Given the reactants [CH2:1]([O:4][C:5]1[CH:14]=[CH:13][CH:12]=[C:11]2[C:6]=1[CH2:7][CH2:8][CH2:9][CH2:10]2)[CH2:2][CH3:3].[Br:15]N1C(=O)CCC1=O, predict the reaction product. The product is: [Br:15][C:12]1[CH:13]=[CH:14][C:5]([O:4][CH2:1][CH2:2][CH3:3])=[C:6]2[C:11]=1[CH2:10][CH2:9][CH2:8][CH2:7]2. (4) Given the reactants [CH3:1][O:2][C:3](=[O:23])[C:4]1[CH:9]=[CH:8][C:7]([Cl:10])=[CH:6][C:5]=1[CH:11]=[C:12]1[C:20]2[C:15](=[CH:16][C:17]([Cl:21])=[CH:18][CH:19]=2)[NH:14][C:13]1=[O:22].[C:24]([O:28][C:29](O[C:29]([O:28][C:24]([CH3:27])([CH3:26])[CH3:25])=[O:30])=[O:30])([CH3:27])([CH3:26])[CH3:25], predict the reaction product. The product is: [C:24]([O:28][C:29]([N:14]1[C:15]2[C:20](=[CH:19][CH:18]=[C:17]([Cl:21])[CH:16]=2)[C:12](=[CH:11][C:5]2[CH:6]=[C:7]([Cl:10])[CH:8]=[CH:9][C:4]=2[C:3]([O:2][CH3:1])=[O:23])[C:13]1=[O:22])=[O:30])([CH3:27])([CH3:26])[CH3:25]. (5) Given the reactants [CH2:1]([N:4]1[CH2:9][CH2:8][CH2:7][CH2:6][C:5]1=[O:10])[CH2:2][CH3:3].[OH-:11].[Na+].Cl.[C:14](=O)([O-])[O-].[Na+].[Na+].[Br:20][C:21]1[CH:22]=[N:23][C:24](Cl)=[C:25]([CH:28]=1)[CH:26]=[O:27], predict the reaction product. The product is: [Br:20][C:21]1[CH:28]=[C:25]([CH:26]=[O:27])[C:24]([N:4]([CH2:1][CH2:2][CH3:3])[CH2:9][CH2:8][CH2:7][CH2:6][C:5]([O:10][CH3:14])=[O:11])=[N:23][CH:22]=1. (6) Given the reactants [CH2:1]([O:3][C:4]([NH:6][C:7]1[CH:8]=[C:9]([CH:28]=[CH:29][CH:30]=1)[CH2:10][N:11]1[C:16](=[O:17])[CH:15]=[CH:14][C:13]([C:18]2[CH:19]=[C:20](CC(O)=O)[CH:21]=[CH:22][CH:23]=2)=[N:12]1)=[O:5])[CH3:2].[C:31]([O:35][C:36]([NH:38][CH2:39][CH2:40][CH2:41][CH2:42][NH2:43])=[O:37])([CH3:34])([CH3:33])[CH3:32].CN1CC[O:48][CH2:47][CH2:46]1.ON1C2C=CC=CC=2N=N1.Cl.CN(C)CCCN=C=NCC, predict the reaction product. The product is: [CH2:1]([O:3][C:4](=[O:5])[NH:6][C:7]1[CH:30]=[CH:29][CH:28]=[C:9]([CH2:10][N:11]2[C:16](=[O:17])[CH:15]=[CH:14][C:13]([C:18]3[CH:23]=[CH:22][C:21]([CH2:46][C:47](=[O:48])[NH:43][CH2:42][CH2:41][CH2:40][CH2:39][NH:38][C:36]([O:35][C:31]([CH3:34])([CH3:33])[CH3:32])=[O:37])=[CH:20][CH:19]=3)=[N:12]2)[CH:8]=1)[CH3:2]. (7) Given the reactants [Cl:1][C:2]1[CH:7]=[CH:6][CH:5]=[C:4]([Cl:8])[C:3]=1[CH:9]1[C:14]([C:15]([O:17][CH3:18])=[O:16])=[C:13]([CH2:19][CH2:20][C:21]2[S:22][CH:23]=[CH:24][N:25]=2)[NH:12][C:11]([CH2:26][C:27](O)=[O:28])=[C:10]1[C:30]([O:32][CH3:33])=[O:31].[CH:34]([C:37]1([OH:51])[CH:42]2[CH2:43][CH2:44][CH:38]1[CH2:39][CH:40]([N:45]1[CH2:50][CH2:49][NH:48][CH2:47][CH2:46]1)[CH2:41]2)([CH3:36])[CH3:35], predict the reaction product. The product is: [Cl:8][C:4]1[CH:5]=[CH:6][CH:7]=[C:2]([Cl:1])[C:3]=1[CH:9]1[C:14]([C:15]([O:17][CH3:18])=[O:16])=[C:13]([CH2:19][CH2:20][C:21]2[S:22][CH:23]=[CH:24][N:25]=2)[NH:12][C:11]([CH2:26][C:27]([N:48]2[CH2:47][CH2:46][N:45]([CH:40]3[CH2:41][CH:42]4[C:37]([OH:51])([CH:34]([CH3:35])[CH3:36])[CH:38]([CH2:44][CH2:43]4)[CH2:39]3)[CH2:50][CH2:49]2)=[O:28])=[C:10]1[C:30]([O:32][CH3:33])=[O:31].